This data is from Forward reaction prediction with 1.9M reactions from USPTO patents (1976-2016). The task is: Predict the product of the given reaction. Given the reactants [Cl:1][C:2]1[CH:7]=[CH:6][C:5]([C:8]2[N:12]([CH:13]3[CH2:15][CH2:14]3)[C:11](=[O:16])[NH:10][CH:9]=2)=[CH:4][CH:3]=1.Br[CH:18]([CH3:24])[C:19]([O:21][CH2:22][CH3:23])=[O:20].C(=O)([O-])[O-].[Cs+].[Cs+], predict the reaction product. The product is: [CH2:22]([O:21][C:19](=[O:20])[CH:18]([N:10]1[CH:9]=[C:8]([C:5]2[CH:4]=[CH:3][C:2]([Cl:1])=[CH:7][CH:6]=2)[N:12]([CH:13]2[CH2:14][CH2:15]2)[C:11]1=[O:16])[CH3:24])[CH3:23].